From a dataset of Human liver microsome stability data. Regression/Classification. Given a drug SMILES string, predict its absorption, distribution, metabolism, or excretion properties. Task type varies by dataset: regression for continuous measurements (e.g., permeability, clearance, half-life) or binary classification for categorical outcomes (e.g., BBB penetration, CYP inhibition). Dataset: hlm. (1) The drug is CC(C)(C)c1ccc(NC(=O)N2CCCN(C(=O)CCC3CCCC3)CC2)cc1. The result is 1 (stable in human liver microsomes). (2) The compound is COC(=O)Nc1ccc(-c2[nH]c([C@H](CC(=O)N3CCOCC3)NC(=O)C=Cc3cc(Cl)ccc3-n3cnnn3)nc2Cl)cc1. The result is 1 (stable in human liver microsomes). (3) The compound is C=CC(=O)NCc1coc(-c2c(N)ncnc2Nc2ccc(Oc3ccnn3C)c(Cl)c2)n1. The result is 0 (unstable in human liver microsomes). (4) The compound is CC(C)N=C(Nc1ccc(Cl)c(Cl)c1)Nc1nccn1CC(C)(C)C. The result is 1 (stable in human liver microsomes). (5) The drug is NCc1c(-c2ccccc2Cl)ccc2ncn(CCO)c12. The result is 0 (unstable in human liver microsomes).